From a dataset of Full USPTO retrosynthesis dataset with 1.9M reactions from patents (1976-2016). Predict the reactants needed to synthesize the given product. (1) Given the product [CH2:30]([C:32]1[CH:33]=[C:34]([C@H:42]([N:44]([CH3:45])[C:5]([N:24]2[CH2:23][CH2:22][N:21]3[C:25](=[O:28])[CH2:26][CH2:27][C@H:20]3[C@@H:19]2[C:14]2[CH:15]=[CH:16][CH:17]=[CH:18][C:13]=2[CH3:29])=[O:11])[CH3:43])[CH:35]=[C:36]([C:38]([F:39])([F:40])[F:41])[CH:37]=1)[CH3:31], predict the reactants needed to synthesize it. The reactants are: ClC(Cl)(O[C:5](=[O:11])OC(Cl)(Cl)Cl)Cl.[C:13]1([CH3:29])[CH:18]=[CH:17][CH:16]=[CH:15][C:14]=1[C@@H:19]1[NH:24][CH2:23][CH2:22][N:21]2[C:25](=[O:28])[CH2:26][CH2:27][C@@H:20]12.[CH2:30]([C:32]1[CH:33]=[C:34]([C@H:42]([NH:44][CH3:45])[CH3:43])[CH:35]=[C:36]([C:38]([F:41])([F:40])[F:39])[CH:37]=1)[CH3:31]. (2) Given the product [Cl:21][C:4]1[CH:3]=[C:2]([NH:1][C:23]([NH:22][CH2:25][C:26]([O:28][CH2:29][CH3:30])=[O:27])=[O:24])[CH:20]=[CH:19][C:5]=1[CH2:6][CH:7]1[CH2:11][CH2:10][N:9]([CH:12]2[CH2:17][CH2:16][CH2:15][CH2:14][CH2:13]2)[C:8]1=[O:18], predict the reactants needed to synthesize it. The reactants are: [NH2:1][C:2]1[CH:20]=[CH:19][C:5]([CH2:6][CH:7]2[CH2:11][CH2:10][N:9]([CH:12]3[CH2:17][CH2:16][CH2:15][CH2:14][CH2:13]3)[C:8]2=[O:18])=[C:4]([Cl:21])[CH:3]=1.[N:22]([CH2:25][C:26]([O:28][CH2:29][CH3:30])=[O:27])=[C:23]=[O:24]. (3) Given the product [CH3:9][O:8][C:5]1[CH:6]=[CH:7][C:2]2[N:1]=[C:16]([C:15]3[CH:18]=[CH:19][C:12]([F:11])=[CH:13][CH:14]=3)[S:22][C:3]=2[CH:4]=1, predict the reactants needed to synthesize it. The reactants are: [NH2:1][C:2]1[CH:7]=[CH:6][C:5]([O:8][CH3:9])=[CH:4][C:3]=1O.[F:11][C:12]1[CH:19]=[CH:18][C:15]([CH:16]=O)=[CH:14][CH:13]=1.O.C[S:22](C)=O. (4) Given the product [C:1]([O:5][C:6](=[O:18])[NH:7][C@H:8]1[CH2:14][CH2:13][C@@H:12]([O:15][CH2:27][CH2:26][CH2:25][CH2:24][CH2:23][CH2:22][N:19]=[N+:20]=[N-:21])[CH2:11][N:10]([CH3:16])[C:9]1=[O:17])([CH3:4])([CH3:2])[CH3:3], predict the reactants needed to synthesize it. The reactants are: [C:1]([O:5][C:6](=[O:18])[NH:7][C@H:8]1[CH2:14][CH2:13][C@@H:12]([OH:15])[CH2:11][N:10]([CH3:16])[C:9]1=[O:17])([CH3:4])([CH3:3])[CH3:2].[N:19]([CH2:22][CH2:23][CH2:24][CH2:25][CH2:26][CH2:27]OS(C(F)(F)F)(=O)=O)=[N+:20]=[N-:21].C([O-])(O)=O.[Na+].